Dataset: NCI-60 drug combinations with 297,098 pairs across 59 cell lines. Task: Regression. Given two drug SMILES strings and cell line genomic features, predict the synergy score measuring deviation from expected non-interaction effect. (1) Drug 1: COC1=CC(=CC(=C1O)OC)C2C3C(COC3=O)C(C4=CC5=C(C=C24)OCO5)OC6C(C(C7C(O6)COC(O7)C8=CC=CS8)O)O. Drug 2: C1CN(P(=O)(OC1)NCCCl)CCCl. Cell line: NCI/ADR-RES. Synergy scores: CSS=-2.37, Synergy_ZIP=0.617, Synergy_Bliss=0.335, Synergy_Loewe=-2.10, Synergy_HSA=-0.843. (2) Drug 1: CN1CCC(CC1)COC2=C(C=C3C(=C2)N=CN=C3NC4=C(C=C(C=C4)Br)F)OC. Drug 2: CC1OCC2C(O1)C(C(C(O2)OC3C4COC(=O)C4C(C5=CC6=C(C=C35)OCO6)C7=CC(=C(C(=C7)OC)O)OC)O)O. Cell line: SF-539. Synergy scores: CSS=37.0, Synergy_ZIP=0.200, Synergy_Bliss=3.16, Synergy_Loewe=1.69, Synergy_HSA=4.73. (3) Drug 1: C1=CC(=C2C(=C1NCCNCCO)C(=O)C3=C(C=CC(=C3C2=O)O)O)NCCNCCO. Drug 2: C1CC(=O)NC(=O)C1N2C(=O)C3=CC=CC=C3C2=O. Cell line: HT29. Synergy scores: CSS=36.4, Synergy_ZIP=3.93, Synergy_Bliss=2.21, Synergy_Loewe=-20.8, Synergy_HSA=2.58. (4) Drug 1: CC(CN1CC(=O)NC(=O)C1)N2CC(=O)NC(=O)C2. Drug 2: C1=NC2=C(N=C(N=C2N1C3C(C(C(O3)CO)O)F)Cl)N. Cell line: SF-268. Synergy scores: CSS=15.4, Synergy_ZIP=-7.92, Synergy_Bliss=-0.0285, Synergy_Loewe=-4.54, Synergy_HSA=1.12. (5) Drug 1: CCCS(=O)(=O)NC1=C(C(=C(C=C1)F)C(=O)C2=CNC3=C2C=C(C=N3)C4=CC=C(C=C4)Cl)F. Drug 2: CC1CCCC2(C(O2)CC(NC(=O)CC(C(C(=O)C(C1O)C)(C)C)O)C(=CC3=CSC(=N3)C)C)C. Cell line: SK-OV-3. Synergy scores: CSS=3.35, Synergy_ZIP=-0.572, Synergy_Bliss=2.72, Synergy_Loewe=1.68, Synergy_HSA=2.11. (6) Drug 1: C1CCN(CC1)CCOC2=CC=C(C=C2)C(=O)C3=C(SC4=C3C=CC(=C4)O)C5=CC=C(C=C5)O. Drug 2: CC1C(C(CC(O1)OC2CC(CC3=C2C(=C4C(=C3O)C(=O)C5=C(C4=O)C(=CC=C5)OC)O)(C(=O)C)O)N)O.Cl. Cell line: NCIH23. Synergy scores: CSS=21.6, Synergy_ZIP=3.76, Synergy_Bliss=3.06, Synergy_Loewe=-28.3, Synergy_HSA=0.680.